The task is: Predict the reaction yield, written as a fraction of the theoretical maximum amount of product (1.0 means a 100% yield; for example, 0.34 means a 34% yield).. This data is from Reaction yield outcomes from USPTO patents with 853,638 reactions. (1) The catalyst is CN(C=O)C.O. The reactants are [Br:1][C:2]1[CH:10]=[CH:9][C:5]([C:6]([OH:8])=O)=[C:4]([CH3:11])[CH:3]=1.[NH:12]([C:14]([O:16][C:17]([CH3:20])([CH3:19])[CH3:18])=[O:15])[NH2:13].C(Cl)CCl.C1C=NC2N(O)N=NC=2C=1.CCN(C(C)C)C(C)C. The product is [Br:1][C:2]1[CH:10]=[CH:9][C:5]([C:6]([NH:13][NH:12][C:14]([O:16][C:17]([CH3:20])([CH3:19])[CH3:18])=[O:15])=[O:8])=[C:4]([CH3:11])[CH:3]=1. The yield is 0.720. (2) The reactants are [F:1][C:2]1[CH:7]=[CH:6][C:5]([C:8]2[C:17]([CH2:18][CH2:19][CH3:20])=[CH:16][C:15]3[C:10](=[CH:11][CH:12]=[C:13]([O:21][CH3:22])[CH:14]=3)[C:9]=2[O:23][CH2:24]OC)=[CH:4][CH:3]=1.Cl.O1CCOCC1.FC1[CH:42]=[CH:41][C:38]([CH:39]=[O:40])=[C:37]([C:43]([F:46])([F:45])[F:44])[CH:36]=1.C([O-])([O-])=O.[Cs+].[Cs+]. The catalyst is CS(C)=O. The product is [F:1][C:2]1[CH:3]=[CH:4][C:5]([C:8]2[C:17]([CH2:18][CH2:19][CH3:20])=[CH:16][C:15]3[C:10](=[CH:11][CH:12]=[C:13]([O:21][CH3:22])[CH:14]=3)[C:9]=2[O:23][C:24]2[CH:42]=[CH:41][C:38]([CH:39]=[O:40])=[C:37]([C:43]([F:44])([F:46])[F:45])[CH:36]=2)=[CH:6][CH:7]=1. The yield is 0.980.